Predict the reactants needed to synthesize the given product. From a dataset of Full USPTO retrosynthesis dataset with 1.9M reactions from patents (1976-2016). The reactants are: [NH2:1][C:2]1[CH:7]=[C:6](Cl)[N:5]=[C:4]([C:9]2[CH2:10][CH2:11][N:12]([C:15]([O:17][C:18]([CH3:21])([CH3:20])[CH3:19])=[O:16])[CH2:13][CH:14]=2)[CH:3]=1. Given the product [NH2:1][C:2]1[CH:7]=[C:6]([C:15]([O:17][CH3:18])=[O:16])[N:5]=[C:4]([C:9]2[CH2:10][CH2:11][N:12]([C:15]([O:17][C:18]([CH3:21])([CH3:20])[CH3:19])=[O:16])[CH2:13][CH:14]=2)[CH:3]=1, predict the reactants needed to synthesize it.